From a dataset of Retrosynthesis with 50K atom-mapped reactions and 10 reaction types from USPTO. Predict the reactants needed to synthesize the given product. (1) Given the product O=S(=O)(c1ccc(CCNC[C@H](O)c2cccc(Cl)c2)cc1)c1ccc(OCCO)cc1, predict the reactants needed to synthesize it. The reactants are: CC(C)(C)OC(=O)N(CCc1ccc(S(=O)(=O)c2ccc(OCCO)cc2)cc1)C[C@H](O)c1cccc(Cl)c1. (2) Given the product Cn1c2c(cc(C(=O)O)c1=O)CC=Cc1cc3c(ccn3C)cc1-2, predict the reactants needed to synthesize it. The reactants are: COC(=O)c1cc2c(n(C)c1=O)-c1cc3ccn(C)c3cc1C=CC2.